This data is from Merck oncology drug combination screen with 23,052 pairs across 39 cell lines. The task is: Regression. Given two drug SMILES strings and cell line genomic features, predict the synergy score measuring deviation from expected non-interaction effect. (1) Drug 1: O=C(CCCCCCC(=O)Nc1ccccc1)NO. Drug 2: Cn1nnc2c(C(N)=O)ncn2c1=O. Cell line: NCIH23. Synergy scores: synergy=-24.6. (2) Drug 1: O=C(CCCCCCC(=O)Nc1ccccc1)NO. Drug 2: Nc1ccn(C2OC(CO)C(O)C2(F)F)c(=O)n1. Cell line: HT144. Synergy scores: synergy=13.0.